From a dataset of NCI-60 drug combinations with 297,098 pairs across 59 cell lines. Regression. Given two drug SMILES strings and cell line genomic features, predict the synergy score measuring deviation from expected non-interaction effect. (1) Drug 1: C1CCC(C1)C(CC#N)N2C=C(C=N2)C3=C4C=CNC4=NC=N3. Drug 2: CCN(CC)CCNC(=O)C1=C(NC(=C1C)C=C2C3=C(C=CC(=C3)F)NC2=O)C. Cell line: M14. Synergy scores: CSS=-12.7, Synergy_ZIP=5.03, Synergy_Bliss=0.739, Synergy_Loewe=-11.9, Synergy_HSA=-9.14. (2) Drug 1: C1=CC(=CC=C1C#N)C(C2=CC=C(C=C2)C#N)N3C=NC=N3. Drug 2: CCN(CC)CCCC(C)NC1=C2C=C(C=CC2=NC3=C1C=CC(=C3)Cl)OC. Cell line: SF-539. Synergy scores: CSS=6.61, Synergy_ZIP=-6.76, Synergy_Bliss=-2.53, Synergy_Loewe=-7.63, Synergy_HSA=-2.54. (3) Drug 1: CC1C(C(CC(O1)OC2CC(CC3=C2C(=C4C(=C3O)C(=O)C5=C(C4=O)C(=CC=C5)OC)O)(C(=O)CO)O)N)O.Cl. Drug 2: C1=C(C(=O)NC(=O)N1)F. Cell line: HT29. Synergy scores: CSS=37.3, Synergy_ZIP=0.428, Synergy_Bliss=-2.16, Synergy_Loewe=-0.447, Synergy_HSA=0.122. (4) Drug 1: CN(C)N=NC1=C(NC=N1)C(=O)N. Drug 2: C(=O)(N)NO. Cell line: HS 578T. Synergy scores: CSS=-6.67, Synergy_ZIP=1.02, Synergy_Bliss=-3.81, Synergy_Loewe=-12.6, Synergy_HSA=-7.46. (5) Drug 1: CC(C1=C(C=CC(=C1Cl)F)Cl)OC2=C(N=CC(=C2)C3=CN(N=C3)C4CCNCC4)N. Drug 2: CC12CCC3C(C1CCC2=O)CC(=C)C4=CC(=O)C=CC34C. Cell line: M14. Synergy scores: CSS=14.0, Synergy_ZIP=2.68, Synergy_Bliss=4.01, Synergy_Loewe=-1.60, Synergy_HSA=1.30. (6) Drug 1: CN1C(=O)N2C=NC(=C2N=N1)C(=O)N. Drug 2: B(C(CC(C)C)NC(=O)C(CC1=CC=CC=C1)NC(=O)C2=NC=CN=C2)(O)O. Cell line: HS 578T. Synergy scores: CSS=20.2, Synergy_ZIP=-1.00, Synergy_Bliss=-4.06, Synergy_Loewe=-66.0, Synergy_HSA=-7.01.